Dataset: Forward reaction prediction with 1.9M reactions from USPTO patents (1976-2016). Task: Predict the product of the given reaction. (1) Given the reactants [NH2:1][C:2]1[C:10]([O:11][CH3:12])=[CH:9][CH:8]=[CH:7][C:3]=1[C:4]([OH:6])=[O:5].CN(C)C=O.[Cl:18]N1C(=O)CCC1=O, predict the reaction product. The product is: [NH2:1][C:2]1[C:10]([O:11][CH3:12])=[CH:9][C:8]([Cl:18])=[CH:7][C:3]=1[C:4]([OH:6])=[O:5]. (2) Given the reactants C[O-].[Na+].C([O:7][C@@H:8]1[C@@H:13]([O:14]C(=O)C)[C@H:12]([O:18]C(=O)C)[C@@H:11]([CH2:22][O:23]C(=O)C)[O:10][C@H:9]1[C:27]1[CH:32]=[CH:31][CH:30]=[C:29]([CH2:33][C:34]2[CH:43]=[C:42]3[C:36](=[CH:37][CH:38]=[CH:39][CH:40]=[CH:41]3)[C:35]=2[C:44](=[O:46])[CH3:45])[CH:28]=1)(=O)C.Cl, predict the reaction product. The product is: [OH:7][C@@H:8]1[C@@H:13]([OH:14])[C@H:12]([OH:18])[C@@H:11]([CH2:22][OH:23])[O:10][C@H:9]1[C:27]1[CH:28]=[C:29]([CH:30]=[CH:31][CH:32]=1)[CH2:33][C:34]1[CH:43]=[C:42]2[C:36](=[CH:37][CH:38]=[CH:39][CH:40]=[CH:41]2)[C:35]=1[C:44](=[O:46])[CH3:45]. (3) Given the reactants [O:1]=[C:2]([CH2:6][CH2:7][C:8]([OH:10])=[O:9])[C:3]([OH:5])=[O:4].[H-].[Na+].[Na].[F:14][C:15]([F:29])([F:28])[C:16]1[CH:17]=[C:18]([CH:21]=[C:22]([C:24]([F:27])([F:26])[F:25])[CH:23]=1)[CH2:19]Br, predict the reaction product. The product is: [F:14][C:15]([F:28])([F:29])[C:16]1[CH:17]=[C:18]([CH:21]=[C:22]([C:24]([F:27])([F:25])[F:26])[CH:23]=1)[CH2:19][O:4][C:3](=[O:5])[C:2](=[O:1])[CH2:6][CH2:7][C:8]([OH:10])=[O:9].